This data is from NCI-60 drug combinations with 297,098 pairs across 59 cell lines. The task is: Regression. Given two drug SMILES strings and cell line genomic features, predict the synergy score measuring deviation from expected non-interaction effect. (1) Drug 1: CC1C(C(=O)NC(C(=O)N2CCCC2C(=O)N(CC(=O)N(C(C(=O)O1)C(C)C)C)C)C(C)C)NC(=O)C3=C4C(=C(C=C3)C)OC5=C(C(=O)C(=C(C5=N4)C(=O)NC6C(OC(=O)C(N(C(=O)CN(C(=O)C7CCCN7C(=O)C(NC6=O)C(C)C)C)C)C(C)C)C)N)C. Drug 2: CCCCCOC(=O)NC1=NC(=O)N(C=C1F)C2C(C(C(O2)C)O)O. Cell line: COLO 205. Synergy scores: CSS=0.634, Synergy_ZIP=0.856, Synergy_Bliss=2.06, Synergy_Loewe=-7.64, Synergy_HSA=-2.60. (2) Synergy scores: CSS=3.65, Synergy_ZIP=0.358, Synergy_Bliss=2.95, Synergy_Loewe=-0.759, Synergy_HSA=0.140. Cell line: CCRF-CEM. Drug 1: CC1=C(C=C(C=C1)NC2=NC=CC(=N2)N(C)C3=CC4=NN(C(=C4C=C3)C)C)S(=O)(=O)N.Cl. Drug 2: CCC(=C(C1=CC=CC=C1)C2=CC=C(C=C2)OCCN(C)C)C3=CC=CC=C3.C(C(=O)O)C(CC(=O)O)(C(=O)O)O. (3) Drug 1: C1=CC(=C2C(=C1NCCNCCO)C(=O)C3=C(C=CC(=C3C2=O)O)O)NCCNCCO. Drug 2: C1=CN(C=N1)CC(O)(P(=O)(O)O)P(=O)(O)O. Cell line: NCI-H460. Synergy scores: CSS=9.25, Synergy_ZIP=-23.9, Synergy_Bliss=-38.5, Synergy_Loewe=-68.4, Synergy_HSA=-39.2.